Dataset: Peptide-MHC class I binding affinity with 185,985 pairs from IEDB/IMGT. Task: Regression. Given a peptide amino acid sequence and an MHC pseudo amino acid sequence, predict their binding affinity value. This is MHC class I binding data. (1) The peptide sequence is IMTSTRTII. The MHC is HLA-A02:03 with pseudo-sequence HLA-A02:03. The binding affinity (normalized) is 0.472. (2) The peptide sequence is KSRCGSLGY. The MHC is HLA-B35:01 with pseudo-sequence HLA-B35:01. The binding affinity (normalized) is 0.377.